From a dataset of Reaction yield outcomes from USPTO patents with 853,638 reactions. Predict the reaction yield, written as a fraction of the theoretical maximum amount of product (1.0 means a 100% yield; for example, 0.34 means a 34% yield). (1) The reactants are [Cl:1][C:2]1[CH:3]=[C:4]2[C:8](=[CH:9][CH:10]=1)[N:7]([CH:11]1[CH2:16][CH2:15][CH2:14][CH2:13][O:12]1)[N:6]=[C:5]2[CH2:17]Cl.[C:19]1(=[O:29])[NH:23][C:22](=[O:24])[C:21]2=[CH:25][CH:26]=[CH:27][CH:28]=[C:20]12.[K].O. The catalyst is CN(C=O)C. The product is [Cl:1][C:2]1[CH:3]=[C:4]2[C:8](=[CH:9][CH:10]=1)[N:7]([CH:11]1[CH2:16][CH2:15][CH2:14][CH2:13][O:12]1)[N:6]=[C:5]2[CH2:17][N:23]1[C:19](=[O:29])[C:20]2[C:21](=[CH:25][CH:26]=[CH:27][CH:28]=2)[C:22]1=[O:24]. The yield is 0.600. (2) The reactants are [F:1][C:2]([F:33])([F:32])[C:3]1[CH:4]=[C:5]([C:9]#[C:10][C:11]2[N:15]3[CH:16]=[CH:17][CH:18]=[CH:19][C:14]3=[N:13][C:12]=2[CH2:20][O:21][C:22]2[CH:31]=[CH:30][CH:29]=[CH:28][C:23]=2[C:24](OC)=[O:25])[CH:6]=[CH:7][CH:8]=1.COCCO[AlH2-]OCCOC.[Na+].O.[OH-].[Na+]. The catalyst is O1CCCC1.C(OCC)(=O)C. The product is [F:33][C:2]([F:1])([F:32])[C:3]1[CH:4]=[C:5]([C:9]#[C:10][C:11]2[N:15]3[CH:16]=[CH:17][CH:18]=[CH:19][C:14]3=[N:13][C:12]=2[CH2:20][O:21][C:22]2[CH:31]=[CH:30][CH:29]=[CH:28][C:23]=2[CH2:24][OH:25])[CH:6]=[CH:7][CH:8]=1. The yield is 0.580. (3) The reactants are [F:1][C:2]1[CH:7]=[CH:6][C:5]([N:8]2[C:17]3[C:12](=[N:13][CH:14]=[C:15]([CH2:18][C:19]4[CH:24]=[CH:23][C:22]([F:25])=[CH:21][CH:20]=4)[CH:16]=3)[C:11]([OH:26])=[C:10]([C:27]([O:29]CC)=O)[C:9]2=[O:32])=[CH:4][CH:3]=1.[CH3:33][NH2:34]. The catalyst is C(O)C. The product is [F:1][C:2]1[CH:3]=[CH:4][C:5]([N:8]2[C:17]3[C:12](=[N:13][CH:14]=[C:15]([CH2:18][C:19]4[CH:24]=[CH:23][C:22]([F:25])=[CH:21][CH:20]=4)[CH:16]=3)[C:11]([OH:26])=[C:10]([C:27]([NH:34][CH3:33])=[O:29])[C:9]2=[O:32])=[CH:6][CH:7]=1. The yield is 0.290. (4) The reactants are Cl[C:2]1[N:3]=[N+:4]([O-:13])[C:5]2[CH:11]=[CH:10][C:9]([CH3:12])=[CH:8][C:6]=2[N:7]=1.[CH2:14]([Sn](CCCC)(CCCC)CCCC)[CH:15]=[CH2:16]. The catalyst is C1C=CC([P]([Pd]([P](C2C=CC=CC=2)(C2C=CC=CC=2)C2C=CC=CC=2)([P](C2C=CC=CC=2)(C2C=CC=CC=2)C2C=CC=CC=2)[P](C2C=CC=CC=2)(C2C=CC=CC=2)C2C=CC=CC=2)(C2C=CC=CC=2)C2C=CC=CC=2)=CC=1. The product is [CH2:16]([C:2]1[N:3]=[N+:4]([O-:13])[C:5]2[CH:11]=[CH:10][C:9]([CH3:12])=[CH:8][C:6]=2[N:7]=1)[CH:15]=[CH2:14]. The yield is 0.740. (5) No catalyst specified. The reactants are [Cl:1][C:2]1[CH:9]=[C:8]([O:10][CH2:11][CH2:12][CH2:13][N:14]2[CH2:19][CH2:18][N:17]([CH3:20])[CH2:16][CH2:15]2)[CH:7]=[CH:6][C:3]=1[CH:4]=O.[F:21][C:22]([F:33])([F:32])[O:23][C:24]1[CH:25]=[C:26]([NH2:31])[C:27]([NH2:30])=[CH:28][CH:29]=1. The product is [Cl:1][C:2]1[CH:9]=[C:8]([O:10][CH2:11][CH2:12][CH2:13][N:14]2[CH2:19][CH2:18][N:17]([CH3:20])[CH2:16][CH2:15]2)[CH:7]=[CH:6][C:3]=1[C:4]1[NH:30][C:27]2[CH:28]=[CH:29][C:24]([O:23][C:22]([F:21])([F:32])[F:33])=[CH:25][C:26]=2[N:31]=1. The yield is 0.230. (6) The reactants are FC(F)(F)C(O)=O.[NH2:8][CH2:9][CH2:10][O:11][CH2:12][CH2:13][O:14][C:15]1[CH:16]=[CH:17][C:18]([NH:25][C:26](=[O:35])[C:27]2[CH:32]=[CH:31][C:30]([Cl:33])=[CH:29][C:28]=2[Cl:34])=[C:19]([CH:24]=1)[C:20]([O:22][CH3:23])=[O:21].[F:36][C:37]1[CH:42]=[C:41]([F:43])[CH:40]=[CH:39][C:38]=1[N:44]=[C:45]=[O:46].C(N(C(C)C)CC)(C)C. The catalyst is C(#N)C.C(Cl)Cl. The product is [Cl:34][C:28]1[CH:29]=[C:30]([Cl:33])[CH:31]=[CH:32][C:27]=1[C:26]([NH:25][C:18]1[CH:17]=[CH:16][C:15]([O:14][CH2:13][CH2:12][O:11][CH2:10][CH2:9][NH:8][C:45]([NH:44][C:38]2[CH:39]=[CH:40][C:41]([F:43])=[CH:42][C:37]=2[F:36])=[O:46])=[CH:24][C:19]=1[C:20]([O:22][CH3:23])=[O:21])=[O:35]. The yield is 0.170. (7) The reactants are [O:1]=[C:2]1[N:6]([C:7]2[CH:14]=[CH:13][C:10]([C:11]#[N:12])=[C:9]([C:15]([F:18])([F:17])[F:16])[CH:8]=2)[C@@H:5]2[CH2:19][CH2:20][CH2:21][CH2:22][C@H:4]2[NH:3]1.I[C:24]1[CH:31]=[CH:30][C:27]([C:28]#[N:29])=[C:26]([C:32]([F:35])([F:34])[F:33])[CH:25]=1. No catalyst specified. The product is [O:1]=[C:2]1[N:3]([C:24]2[CH:31]=[CH:30][C:27]([C:28]#[N:29])=[C:26]([C:32]([F:33])([F:35])[F:34])[CH:25]=2)[C@@H:4]2[CH2:22][CH2:21][CH2:20][CH2:19][C@H:5]2[N:6]1[C:7]1[CH:14]=[CH:13][C:10]([C:11]#[N:12])=[C:9]([C:15]([F:18])([F:16])[F:17])[CH:8]=1. The yield is 0.431.